This data is from Full USPTO retrosynthesis dataset with 1.9M reactions from patents (1976-2016). The task is: Predict the reactants needed to synthesize the given product. (1) Given the product [CH2:18]([N:4]1[CH:3]([CH:1]=[CH2:2])[CH2:7][O:6][C:5]1=[O:8])[CH2:17][C:16]#[CH:15], predict the reactants needed to synthesize it. The reactants are: [CH:1]([CH:3]1[CH2:7][O:6][C:5](=[O:8])[NH:4]1)=[CH2:2].C(=O)([O-])[O-].[K+].[K+].[CH3:15][C:16]1C=CC(S(OCCC#C)(=O)=O)=[CH:18][CH:17]=1. (2) Given the product [CH2:32]([S:34]([N:21]1[CH2:20][CH:19]=[C:18]([C:16]2[N:17]=[C:12]([C:10]3[O:11][C:7]([C:1]4[CH:2]=[CH:3][CH:4]=[CH:5][CH:6]=4)=[N:8][N:9]=3)[C:13]([NH2:24])=[N:14][CH:15]=2)[CH2:23][CH2:22]1)(=[O:36])=[O:35])[CH3:33], predict the reactants needed to synthesize it. The reactants are: [C:1]1([C:7]2[O:11][C:10]([C:12]3[C:13]([NH2:24])=[N:14][CH:15]=[C:16]([C:18]4[CH2:19][CH2:20][NH:21][CH2:22][CH:23]=4)[N:17]=3)=[N:9][N:8]=2)[CH:6]=[CH:5][CH:4]=[CH:3][CH:2]=1.CCN(CC)CC.[CH2:32]([S:34](Cl)(=[O:36])=[O:35])[CH3:33]. (3) The reactants are: [F:1][C:2]1[CH:3]=[C:4]([CH:8]=[CH:9][C:10]=1[C:11]([F:14])([F:13])[F:12])[C:5]([OH:7])=[O:6].[CH2:15]([Li])CCC.IC.Cl. Given the product [F:1][C:2]1[C:3]([CH3:15])=[C:4]([CH:8]=[CH:9][C:10]=1[C:11]([F:12])([F:13])[F:14])[C:5]([OH:7])=[O:6], predict the reactants needed to synthesize it. (4) The reactants are: [CH:1]1[CH:6]=[CH:5][C:4]([CH2:7][O:8][C:9]([NH:11][C@@H:12]([C:19]([OH:21])=[O:20])[C:13]2[CH:18]=[CH:17][CH:16]=[CH:15][CH:14]=2)=[O:10])=[CH:3][CH:2]=1.[C:22]([N:29]1[CH2:34][CH2:33][CH:32]([CH:35]2[CH2:40][CH2:39][N:38]([C:41]([NH2:43])=[O:42])[CH2:37][CH2:36]2)[CH2:31][CH2:30]1)(OC(C)(C)C)=O.C([BH3-])#N.[Na+].N. Given the product [CH:1]1[CH:6]=[CH:5][C:4]([CH2:7][O:8][C:9]([NH:11][C@@H:12]([C:19]([OH:21])=[O:20])[C:13]2[CH:18]=[CH:17][CH:16]=[CH:15][CH:14]=2)=[O:10])=[CH:3][CH:2]=1.[CH3:22][N:29]1[CH2:30][CH2:31][CH:32]([CH:35]2[CH2:40][CH2:39][N:38]([C:41]([NH2:43])=[O:42])[CH2:37][CH2:36]2)[CH2:33][CH2:34]1, predict the reactants needed to synthesize it. (5) The reactants are: [CH2:1]([O:8][C:9](=[O:19])[C:10]([C:17]#[N:18])=[CH:11][CH:12]([CH2:15][CH3:16])[CH2:13][CH3:14])[C:2]1[CH:7]=[CH:6][CH:5]=[CH:4][CH:3]=1.[N+]([CH3:23])([O-])=O.C1CCN2C(=NCCC2)CC1. Given the product [CH2:1]([O:8][C:9]([C:10]1([C:17]#[N:18])[CH2:23][CH:11]1[CH:12]([CH2:13][CH3:14])[CH2:15][CH3:16])=[O:19])[C:2]1[CH:7]=[CH:6][CH:5]=[CH:4][CH:3]=1, predict the reactants needed to synthesize it. (6) Given the product [C:18]1([C:28]2[N:33]=[N:32][N:31]=[C:30]([C:34]3[CH:39]=[CH:38][C:37]([O:40][CH2:5][CH:6]([OH:17])[CH2:7][O:8][CH2:9][CH2:10][CH2:11][CH3:12])=[CH:36][C:35]=3[OH:41])[C:29]=2[C:42]2[C:51]3[C:46](=[CH:47][CH:48]=[CH:49][CH:50]=3)[CH:45]=[CH:44][CH:43]=2)[C:27]2[C:22](=[CH:23][CH:24]=[CH:25][CH:26]=2)[CH:21]=[CH:20][CH:19]=1, predict the reactants needed to synthesize it. The reactants are: C([CH:5]1[O:17][CH:6]1[CH2:7][O:8][CH2:9][CH:10]1O[CH:11]1[CH2:12]CCC)CCC.[C:18]1([C:28]2[N:33]=[N:32][N:31]=[C:30]([C:34]3[CH:39]=[CH:38][C:37]([OH:40])=[CH:36][C:35]=3[OH:41])[C:29]=2[C:42]2[C:51]3[C:46](=[CH:47][CH:48]=[CH:49][CH:50]=3)[CH:45]=[CH:44][CH:43]=2)[C:27]2[C:22](=[CH:23][CH:24]=[CH:25][CH:26]=2)[CH:21]=[CH:20][CH:19]=1. (7) Given the product [NH2:23][C:24]1[C:25]([C:32]([NH:1][C:2]2[CH:3]=[N:4][CH:5]=[CH:6][C:7]=2[N:8]2[CH2:13][CH2:12][CH2:11][C@H:10]([NH:15][C:16](=[O:22])[O:17][C:18]([CH3:21])([CH3:20])[CH3:19])[CH2:9]2)=[O:33])=[N:26][C:27]([Br:31])=[C:28]([F:30])[CH:29]=1, predict the reactants needed to synthesize it. The reactants are: [NH2:1][C:2]1[CH:3]=[N:4][CH:5]=[CH:6][C:7]=1[N:8]1[CH2:13][CH2:12][CH:11](F)[CH:10]([NH:15][C:16](=[O:22])[O:17][C:18]([CH3:21])([CH3:20])[CH3:19])[CH2:9]1.[NH2:23][C:24]1[C:25]([C:32](O)=[O:33])=[N:26][C:27]([Br:31])=[C:28]([F:30])[CH:29]=1. (8) The reactants are: [Br:1][C:2]1[CH:3]=[C:4]2[C:8](=[CH:9][CH:10]=1)[NH:7][CH:6]=[C:5]2[CH:11]=[O:12].[H-].[Na+].[CH3:15][O:16][C:17]1[CH:22]=[CH:21][C:20]([S:23](Cl)(=[O:25])=[O:24])=[CH:19][C:18]=1[N:27]1[CH2:32][CH2:31][N:30]([C:33](=[O:38])[C:34]([Cl:37])([Cl:36])[Cl:35])[CH2:29][CH2:28]1. Given the product [Br:1][C:2]1[CH:3]=[C:4]2[C:8](=[CH:9][CH:10]=1)[N:7]([S:23]([C:20]1[CH:21]=[CH:22][C:17]([O:16][CH3:15])=[C:18]([N:27]3[CH2:32][CH2:31][N:30]([C:33](=[O:38])[C:34]([Cl:37])([Cl:35])[Cl:36])[CH2:29][CH2:28]3)[CH:19]=1)(=[O:25])=[O:24])[CH:6]=[C:5]2[CH:11]=[O:12], predict the reactants needed to synthesize it. (9) Given the product [ClH:32].[F:1][C:2]1[CH:19]=[CH:18][C:5]([CH2:6][C:7]2[C:16]3[C:11](=[CH:12][CH:13]=[CH:14][CH:15]=3)[C:10](=[O:17])[NH:9][N:8]=2)=[CH:4][C:3]=1[C:20]([N:22]1[CH2:25][CH:24]([CH2:26][NH:27][CH2:28][CH:29]([CH3:31])[CH3:30])[CH2:23]1)=[O:21], predict the reactants needed to synthesize it. The reactants are: [F:1][C:2]1[CH:19]=[CH:18][C:5]([CH2:6][C:7]2[C:16]3[C:11](=[CH:12][CH:13]=[CH:14][CH:15]=3)[C:10](=[O:17])[NH:9][N:8]=2)=[CH:4][C:3]=1[C:20]([N:22]1[CH2:25][CH:24]([CH2:26][NH:27][CH2:28][CH:29]([CH3:31])[CH3:30])[CH2:23]1)=[O:21].[ClH:32]. (10) Given the product [ClH:31].[OH:1][C:2]1[C:7]([CH2:8][CH2:9][CH3:10])=[C:6]([O:11][CH2:12][CH2:13][CH2:14][CH2:15][NH:16][C:17]2[CH:22]=[CH:21][C:20]([C:23]3[N:24]=[N:25][NH:26][N:27]=3)=[CH:19][CH:18]=2)[CH:5]=[CH:4][C:3]=1[C:28](=[O:30])[CH3:29], predict the reactants needed to synthesize it. The reactants are: [OH:1][C:2]1[C:7]([CH2:8][CH2:9][CH3:10])=[C:6]([O:11][CH2:12][CH2:13][CH2:14][CH2:15][NH:16][C:17]2[CH:22]=[CH:21][C:20]([C:23]3[N:24]=[N:25][NH:26][N:27]=3)=[CH:19][CH:18]=2)[CH:5]=[CH:4][C:3]=1[C:28](=[O:30])[CH3:29].[ClH:31].